From a dataset of Reaction yield outcomes from USPTO patents with 853,638 reactions. Predict the reaction yield, written as a fraction of the theoretical maximum amount of product (1.0 means a 100% yield; for example, 0.34 means a 34% yield). (1) The reactants are Cl[C:2]1[CH:7]=[C:6]([O:8][C:9]2[C:14]([F:15])=[CH:13][C:12]([NH:16][C:17]([C:19]3([C:22]([NH:24][C:25]4[CH:30]=[CH:29][C:28]([F:31])=[CH:27][CH:26]=4)=[O:23])[CH2:21][CH2:20]3)=[O:18])=[C:11]([F:32])[CH:10]=2)[CH:5]=[CH:4][N:3]=1.[C:33](=[O:40])([O:35][C:36]([CH3:39])([CH3:38])[CH3:37])[NH2:34].CC1(C)C2C(=C(P(C3C=CC=CC=3)C3C=CC=CC=3)C=CC=2)OC2C(P(C3C=CC=CC=3)C3C=CC=CC=3)=CC=CC1=2.C(=O)([O-])[O-].[Cs+].[Cs+]. The catalyst is O1CCOCC1.C1C=CC(/C=C/C(/C=C/C2C=CC=CC=2)=O)=CC=1.C1C=CC(/C=C/C(/C=C/C2C=CC=CC=2)=O)=CC=1.C1C=CC(/C=C/C(/C=C/C2C=CC=CC=2)=O)=CC=1.[Pd].[Pd]. The product is [F:15][C:14]1[CH:13]=[C:12]([NH:16][C:17]([C:19]2([C:22](=[O:23])[NH:24][C:25]3[CH:30]=[CH:29][C:28]([F:31])=[CH:27][CH:26]=3)[CH2:21][CH2:20]2)=[O:18])[C:11]([F:32])=[CH:10][C:9]=1[O:8][C:6]1[CH:5]=[CH:4][N:3]=[C:2]([NH:34][C:33](=[O:40])[O:35][C:36]([CH3:39])([CH3:38])[CH3:37])[CH:7]=1. The yield is 0.510. (2) The reactants are [Br:1][C:2]1[CH:18]=[CH:17][C:5]([C:6]([CH2:8][CH2:9][CH2:10][CH2:11][CH2:12][CH2:13][C:14](O)=[O:15])=[O:7])=[CH:4][CH:3]=1.[NH2:19][OH:20].Cl. The catalyst is C(N(CC)CC)C. The product is [OH:20][NH:19][C:14](=[O:15])[CH2:13][CH2:12][CH2:11][CH2:10][CH2:9][CH2:8][C:6](=[O:7])[C:5]1[CH:17]=[CH:18][C:2]([Br:1])=[CH:3][CH:4]=1. The yield is 0.310. (3) The product is [CH3:20][S:21]([O:12][CH2:11][CH:8]1[CH2:9][CH2:10][C:5]2([O:4][CH2:3][CH2:2][O:1]2)[CH2:6][CH2:7]1)(=[O:23])=[O:22]. The yield is 0.992. The catalyst is C(Cl)Cl. The reactants are [O:1]1[C:5]2([CH2:10][CH2:9][CH:8]([CH2:11][OH:12])[CH2:7][CH2:6]2)[O:4][CH2:3][CH2:2]1.C(N(CC)CC)C.[CH3:20][S:21](Cl)(=[O:23])=[O:22].